Dataset: Human Reference Interactome with 51,813 positive PPI pairs across 8,248 proteins, plus equal number of experimentally-validated negative pairs. Task: Binary Classification. Given two protein amino acid sequences, predict whether they physically interact or not. (1) Protein 1 (ENSG00000177697) has sequence MGEFNEKKTTCGTVCLKYLLFTYNCCFWLAGLAVMAVGIWTLALKSDYISLLASGTYLATAYILVVAGTVVMVTGVLGCCATFKERRNLLRLYFILLLIIFLLEIIAGILAYAYYQQLNTELKENLKDTMTKRYHQPGHEAVTSAVDQLQQEFHCCGSNNSQDWRDSEWIRSQEAGGRVVPDSCCKTVVALCGQRDHASNIYKVEGGCITKLETFIQEHLRVIGAVGIGIACVQVFGMIFTCCLYRSLKLEHY*MGEFNEKKTTCGTVCLKYLLFTYNCCFWLAGLAVMAVGIWTLALKS.... Protein 2 (ENSG00000198553) has sequence MSSQELVTLNVGGKIFTTRFSTIKQFPASRLARMLDGRDQEFKMVGGQIFVDRDGDLFSFILDFLRTHQLLLPTEFSDYLRLQREALFYELRSLVDLLNPYLLQPRPALVEVHFLSRNTQAFFRVFGSCSKTIEMLTGRITVFTEQPSAPTWNGNFFPPQMTLLPLPPQRPSYHDLVFQCGSDSTTDNQTGVRYVSIKPDNRKLANGTNVLGLLIDTLLKEGFHLVSTRTVSSEDKTECYSFERIKSPEVLITNETPKPETIIIPEQSQIKK*MSSQELVTLNVGGKIFTTRFSTIKQFP.... Result: 0 (the proteins do not interact). (2) Protein 1 (ENSG00000197651) has sequence MTQTLDTREDPLNLGGGGGGGCGCGWAHSASLSSWSSCHRRRPGAPAYNRPHRYSPKTEYGPPRKQPKQQHGPGFWFQPPVCSNWGCWGGPWRPPPPGFWKFPCPVQVFRVYGLHPLCFCCCSCWSGSWNPGWVKPPGRKKRWGRRGRGLRHHPRHSYPRSPPADVSTLPRPVKLYEWREPGMRAPPNTTQFIMNQIYEDMRQQEKVERQQEALRAQKATVSGEASPARSSGNDAPPGGSKETWGLQETLYGFVQNPSLAFSPNPEENQSLAPLLVEEEEEKKNDDEEEYDQEVCDAKEA.... Protein 2 (ENSG00000135525) has sequence MAELGAGGDGHRGGDGAVRSETAPDSYKVQDKKNASSRPASAISGQNNNHSGNKPDPPPVLRVDDRQRLARERREEREKQLAAREIVWLEREERARQHYEKHLEERKKRLEEQRQKEERRRAAVEEKRRQRLEEDKERHEAVVRRTMERSQKPKQKHNRWSWGGSLHGSPSIHSADPDRRSVSTMNLSKYVDPVISKRLSSSSATLLNSPDRARRLQLSPWESSVVNRLLTPTHSFLARSKSTAALSGEAASCSPIIMPYKAAHSRNSMDRPKLFVTPPEGSSRRRIIHGTASYKKERER.... Result: 0 (the proteins do not interact). (3) Protein 1 (ENSG00000176531) has sequence MGTRSSPEEGTPPPLVPECDVEVQPQGHPEESREQEASEVLAEPSSRGGAEQQAEEEEVGEGSSTESSRDAPEATPPIAMAATPPASTSSREGVRGAARRLQGQQLEALTRVALMEQRVKELQRQRKELRIEMEVEVALLRGELAGERVAARREEEQLRELLEQQAASEQRGRQQREQEQRRLSQERDRLEGLRQRLRKAQGQLDSQPEDQRERLLQGVQEMREQLDVAQRAYEDLEFQQLERESRQEEEDRDSPGPQVPDPKVQELQASMAQHRRGALQHRIRVLEEQLKSLGEQMAAE.... Protein 2 (ENSG00000167194) has sequence MGAGVGVAGCTRGHRNWVPSQLPPREIKAGVSLAVVTEFAWVLAPRPKRATASALGTESPRFLDRPDFFDYPDSDQARLLAVAQFIGEKPIVFINSGSSPGLFHHILVGLLVVAFFFLLFQFCTHINFQKGA*MGAGVGVAGCTRGHRNCTQTQACHGVSPGDRVSALLRQT*SALGTESPRFLDRPDFFDYPDSDQARLLAVAQFIGEKPIVFINSGTAKR*APRPKRATASALGTESPRFLDRPDFFDYPDSDQARLLAVAQFIGEKPIVFINSGSSPGLFHHILVGLLVVAFFFLLF.... Result: 0 (the proteins do not interact). (4) Protein 1 (ENSG00000177519) has sequence MNPALGNQTDVAGLFLANSSEALERAVRCCTQASVVTDDGFAEGGPDERSLYIMRVVQIAVMCVLSLTVVFGIFFLGCNLLIKSEGMINFLVKDRRPSKEVEAVVVGPY*. Protein 2 (ENSG00000181754) has sequence MHPHRDPRGLWLLLPSLSLLLFEVARAGRAVVSCPAACLCASNILSCSKQQLPNVPHSLPSYTALLDLSHNNLSRLRAEWTPTRLTQLHSLLLSHNHLNFISSEAFSPVPNLRYLDLSSNQLRTLDEFLFSDLQVLEVLLLYNNHIMAVDRCAFDDMAQLQKLYLSQNQISRFPLELVKEGAKLPKLTLLDLSSNKLKNLPLPDLQKLPAWIKNGLYLHNNPLNCDCELYQLFSHWQYRQLSSVMDFQEDLYCMNSKKLHNVFNLSFLNCGEYKERAWEAHLGDTLIIKCDTKQQGMTKV.... Result: 1 (the proteins interact). (5) Protein 1 (ENSG00000158234) has sequence MASGDDSPIFEDDESPPYSLEKMTDLVAVWDVALSDGVHKIEFEHGTTSGKRVVYVDGKEEIRKEWMFKLVGKETFYVGAAKTKATINIDAISGFAYEYTLEINGKSLKKYMEDRSKTTNTWVLHMDGENFRIVLEKDAMDVWCNGKKLETAGEFVDDGTETHFSIGNHDCYIKAVSSGKRKEGIIHTLIVDNREIPEIAS*MLLPFIRTLPLLCYNHLLVSPDSATLSPPYSLEKMTDLVAVWDVALSDGVHKIEFEHGTTSGKRVVYVDGKEEIRKEWMFKLVGKETFYVGAAKTKAT.... Protein 2 (ENSG00000163138) has sequence MQKSEGSGGTQLKNRATGNYDQRTSSSTQLKHRNAVQGSKSSLSTSSPESARKLHPRPSDKLNPKTINPFGEQSRVPSAFAAIYSKGGIPCRLVHGSVKHRLQWECPPESLSFDPLLITLAEGLRETKHPYTFVSKEGFRELLLVKGAPEKAIPLLPRLIPVLKAALVHSDDEVFERGLNALVQLSVVVGPSLNDHLKHLLTSGSLSIIKSKIPTYCSICC*MQKSEGSGGTQLKNRATGNYDQRTSSSTQLKHRNAVQGSKSSLSTSSPESARKLHPRPSDKLNPKTINPVHSDDEVFE.... Result: 0 (the proteins do not interact). (6) Protein 1 (ENSG00000117614) has sequence MAAIAASEVLVDSAEEGSLAAAAELAAQKREQRLRKFRELHLMRNEARKLNHQEVVEEDKRLKLPANWEAKKARLEWELKEEEKKKECAARGEDYEKVKLLEISAEDAERWERKKKRKNPDLGFSDYAAAQLRQYHRLTKQIKPDMETYERLREKHGEEFFPTSNSLLHGTHVPSTEEIDRMVIDLEKQIEKRDKYSRRRPYNDDADIDYINERNAKFNKKAERFYGKYTAEIKQNLERGTAV*MAAIAASEVLVDSAEEGSLAAAAELAAQKREQRLRKFRELHLMRECAARGEDYEKV.... Protein 2 (ENSG00000127824) has sequence MRECISVHVGQAGVQMGNACWELYCLEHGIQPDGQMPSDKTIGGGDDSFTTFFCETGAGKHVPRAVFVDLEPTVIDEIRNGPYRQLFHPEQLITGKEDAANNYARGHYTIGKEIIDPVLDRIRKLSDQCTGLQGFLVFHSFGGGTGSGFTSLLMERLSVDYGKKSKLEFSIYPAPQVSTAVVEPYNSILTTHTTLEHSDCAFMVDNEAIYDICRRNLDIERPTYTNLNRLISQIVSSITASLRFDGALNVDLTEFQTNLVPYPRIHFPLATYAPVISAEKAYHEQLSVAEITNACFEPAN.... Result: 0 (the proteins do not interact). (7) Result: 1 (the proteins interact). Protein 2 (ENSG00000138443) has sequence MAELQMLLEEEIPGGRRALFDSYTNLERVADYCENNYIQSADKQRALEETKAYTTQSLASVAYLINTLANNVLQMLDIQASQLRRMESSINHISQAILQFNPVW*MAELQMLLEEEIPGGRRALFDSYTNLERVADYCENNYIQSADKQRALEETKAYTTQSLASVAYLINTLANNVLQMLDIQASQLRRMESSINHISQTVDIHKEKVARREIGILTTNKNTSRTHKIIAPANLERPVRYIRKPIDYTILDDIGHGVKWLLRFKVSTQNMKMGGLPRTTPPTQKPPSPPMSGKGTLGRH.... Protein 1 (ENSG00000118307) has sequence MSGSKKKKVTKAERLKLLQEEEERRLKEEEEARLKYEKEEMERLEIQRIEKEKWHRLEAKDLERRNEELEELYLLERCFPEAEKLKQETKLLSQWKHYIQCDGSPDPSVAQEMNTFISLWKEKTNETFEEVIEKSKVVLNLIEKLKFILLETPPCDLQDKNIIQYQESILQLQELLHLKFGVATEILLKQASTLADLDSGNMEKVIKDENVTLYVWANLKKNPRHRSVRFSETQIGFEIPRILATSDIAVRLLHTHYDHVSALHPVSTPSKEYTSAVTELVKDDVKNVEKAISKEVEEES....